This data is from Reaction yield outcomes from USPTO patents with 853,638 reactions. The task is: Predict the reaction yield, written as a fraction of the theoretical maximum amount of product (1.0 means a 100% yield; for example, 0.34 means a 34% yield). (1) The reactants are [F:1][CH2:2][C:3]([C:5]1[CH:10]=[CH:9][CH:8]=[C:7]([CH3:11])[C:6]=1[F:12])=O.[CH3:13][C:14]([S@:17]([NH2:19])=[O:18])([CH3:16])[CH3:15]. The catalyst is C1COCC1.[Cl-].[Na+].O.[O-]CC.[Ti+4].[O-]CC.[O-]CC.[O-]CC. The product is [F:1][CH2:2]/[C:3](=[N:19]/[S@@:17]([C:14]([CH3:16])([CH3:15])[CH3:13])=[O:18])/[C:5]1[CH:10]=[CH:9][CH:8]=[C:7]([CH3:11])[C:6]=1[F:12]. The yield is 0.583. (2) The reactants are F[C:2]1[CH:12]=[CH:11][C:5]([C:6]([O:8]CC)=[O:7])=[CH:4][C:3]=1[N+:13]([O-:15])=[O:14].Cl.[F:17][C:18]1([F:24])[CH2:23][CH2:22][CH2:21][NH:20][CH2:19]1.C(N(CC)CC)C.[OH-].[Li+]. The catalyst is CN(C=O)C.C1COCC1.O. The product is [F:17][C:18]1([F:24])[CH2:23][CH2:22][CH2:21][N:20]([C:2]2[CH:12]=[CH:11][C:5]([C:6]([OH:8])=[O:7])=[CH:4][C:3]=2[N+:13]([O-:15])=[O:14])[CH2:19]1. The yield is 0.940. (3) The reactants are Cl.[CH2:2]([O:4][C:5](=[O:8])[CH2:6][NH2:7])[CH3:3].C(N(CC)CC)C.[C:16](O[C:16](=[O:20])[CH2:17][CH2:18][CH3:19])(=[O:20])[CH2:17][CH2:18][CH3:19].N1C=CC=CC=1. The catalyst is ClCCl. The product is [CH2:2]([O:4][C:5](=[O:8])[CH2:6][NH:7][C:16](=[O:20])[CH2:17][CH2:18][CH3:19])[CH3:3]. The yield is 0.940. (4) The product is [CH3:14][O:13][C:10]1[C:11]2[O:12][CH2:15][O:1][C:2]=2[CH:3]=[C:4]([C:5]([O:7][CH3:8])=[O:6])[CH:9]=1. The yield is 0.800. The reactants are [OH:1][C:2]1[CH:3]=[C:4]([CH:9]=[C:10]([O:13][CH3:14])[C:11]=1[OH:12])[C:5]([O:7][CH3:8])=[O:6].[C:15]([O-])([O-])=O.[K+].[K+]. The catalyst is CC(C)=O. (5) The reactants are [CH2:1]([S:8][C:9]1[N:18]=[CH:17][C:16]2[CH2:15][CH2:14][CH:13]([C:19](=O)[C:20]([C:22]3[CH:27]=[CH:26][CH:25]=[CH:24][CH:23]=3)=[O:21])[C:12](=O)[C:11]=2[N:10]=1)[C:2]1[CH:7]=[CH:6][CH:5]=[CH:4][CH:3]=1.[CH3:30][NH:31][NH2:32]. The catalyst is C(O)C. The product is [CH2:1]([S:8][C:9]1[N:18]=[CH:17][C:16]2[CH2:15][CH2:14][C:13]3[C:19]([C:20]([C:22]4[CH:27]=[CH:26][CH:25]=[CH:24][CH:23]=4)=[O:21])=[N:32][N:31]([CH3:30])[C:12]=3[C:11]=2[N:10]=1)[C:2]1[CH:7]=[CH:6][CH:5]=[CH:4][CH:3]=1. The yield is 0.700. (6) The product is [CH3:7][CH:8]([C:16]1[CH:15]=[C:9]([CH:8]=[CH:7][C:6]=1[OH:5])[C:10]([O:12][CH2:13][CH3:14])=[O:11])[C:9]([CH3:15])=[CH2:10]. The reactants are CC(C)=CC[O:5][C:6]1[CH:16]=[CH:15][C:9]([C:10]([O:12][CH2:13][CH3:14])=[O:11])=[CH:8][CH:7]=1. The catalyst is C1(OC)C=CC=CC=1. The yield is 0.270. (7) The reactants are [O:1]1[CH2:5][CH2:4][CH2:3][CH:2]1[CH2:6][NH2:7].C(N(CC)CC)C.[Cl:15][C:16]1[N:21]=[C:20](Cl)[C:19]([F:23])=[CH:18][N:17]=1. The catalyst is CO. The product is [Cl:15][C:16]1[N:21]=[C:20]([NH:7][CH2:6][CH:2]2[CH2:3][CH2:4][CH2:5][O:1]2)[C:19]([F:23])=[CH:18][N:17]=1. The yield is 0.810.